Dataset: Full USPTO retrosynthesis dataset with 1.9M reactions from patents (1976-2016). Task: Predict the reactants needed to synthesize the given product. (1) Given the product [C:26]([Si:30]([O:33][C:34]1([O:36][CH2:37][CH3:38])[C:17]2[CH:18]=[CH:19][CH:20]=[CH:21][C:16]=2[CH2:35]1)([CH3:32])[CH3:31])([CH3:28])([CH3:29])[CH3:27], predict the reactants needed to synthesize it. The reactants are: [O-]S(C(F)(F)F)(=O)=O.[C:16]1([I+][C:16]2[CH:21]=[CH:20][CH:19]=[CH:18][C:17]=2[Si](C)(C)C)[CH:21]=[CH:20][CH:19]=[CH:18][CH:17]=1.[C:26]([Si:30]([O:33][C:34]([O:36][CH2:37][CH3:38])=[CH2:35])([CH3:32])[CH3:31])([CH3:29])([CH3:28])[CH3:27].[N+](CCCC)(CCCC)(CCCC)CCCC.[F-].O. (2) The reactants are: Br[C:2]1[CH:3]=[C:4]([CH2:7][O:8][Si:9]([C:12]([CH3:15])([CH3:14])[CH3:13])([CH3:11])[CH3:10])[S:5][CH:6]=1.C1(P(C2CCCCC2)[C:23]2[CH:28]=[CH:27][CH:26]=[CH:25][C:24]=2[C:29]2C(N(C)C)=CC=C[C:30]=2N(C)C)CCCCC1.[Br-].CC([Zn+])C1C=CC=CC=1.C1COCC1. Given the product [C:12]([Si:9]([CH3:11])([CH3:10])[O:8][CH2:7][C:4]1[S:5][CH:6]=[C:2]([CH:29]([C:24]2[CH:25]=[CH:26][CH:27]=[CH:28][CH:23]=2)[CH3:30])[CH:3]=1)([CH3:15])([CH3:14])[CH3:13], predict the reactants needed to synthesize it. (3) Given the product [O:73]=[C:70]1[CH:71]=[CH:72][C:68](=[O:67])[N:69]1[CH2:74][CH2:75][CH2:76][CH2:77][CH2:78][C:79]([NH:81][NH:82][C:1](=[O:2])[CH2:4][CH2:5][CH2:6][N:7]([CH3:66])[C@H:8]([C:12]([NH:14][C@H:15]([C:19]([N:21]([C@@H:23]([C@@H:62]([CH3:65])[CH2:63][CH3:64])[C@H:24]([O:60][CH3:61])[CH2:25][C:26]([N:28]1[CH2:32][CH2:31][CH2:30][C@H:29]1[C@H:33]([O:58][CH3:59])[C@@H:34]([CH3:57])[C:35]([NH:37][C@@H:38]([CH2:50][C:51]1[CH:56]=[CH:55][CH:54]=[CH:53][CH:52]=1)[C:39]([N:41]([CH2:43][C:44]1[CH:49]=[CH:48][CH:47]=[CH:46][CH:45]=1)[CH3:42])=[O:40])=[O:36])=[O:27])[CH3:22])=[O:20])[CH:16]([CH3:18])[CH3:17])=[O:13])[CH:9]([CH3:10])[CH3:11])=[O:80], predict the reactants needed to synthesize it. The reactants are: [C:1]([CH2:4][CH2:5][CH2:6][N:7]([CH3:66])[C@H:8]([C:12]([NH:14][C@H:15]([C:19]([N:21]([C@@H:23]([C@@H:62]([CH3:65])[CH2:63][CH3:64])[C@H:24]([O:60][CH3:61])[CH2:25][C:26]([N:28]1[CH2:32][CH2:31][CH2:30][C@H:29]1[C@H:33]([O:58][CH3:59])[C@@H:34]([CH3:57])[C:35]([NH:37][C@@H:38]([CH2:50][C:51]1[CH:56]=[CH:55][CH:54]=[CH:53][CH:52]=1)[C:39]([N:41]([CH2:43][C:44]1[CH:49]=[CH:48][CH:47]=[CH:46][CH:45]=1)[CH3:42])=[O:40])=[O:36])=[O:27])[CH3:22])=[O:20])[CH:16]([CH3:18])[CH3:17])=[O:13])[CH:9]([CH3:11])[CH3:10])(O)=[O:2].[O:67]=[C:68]1[CH:72]=[CH:71][C:70](=[O:73])[N:69]1[CH2:74][CH2:75][CH2:76][CH2:77][CH2:78][C:79]([NH:81][NH2:82])=[O:80]. (4) Given the product [CH3:1][C:2]1[N:7]=[C:6]([S:8][CH2:17][C:18]2[N:22]3[CH:23]=[CH:24][CH:25]=[CH:26][C:21]3=[N:20][C:19]=2[CH3:27])[N:5]=[C:4]([OH:9])[CH:3]=1, predict the reactants needed to synthesize it. The reactants are: [CH3:1][C:2]1[N:7]=[C:6]([SH:8])[N:5]=[C:4]([OH:9])[CH:3]=1.C(=O)([O-])[O-].[K+].[K+].Br[CH2:17][C:18]1[N:22]2[CH:23]=[CH:24][CH:25]=[CH:26][C:21]2=[N:20][C:19]=1[CH3:27].